Dataset: Forward reaction prediction with 1.9M reactions from USPTO patents (1976-2016). Task: Predict the product of the given reaction. (1) Given the reactants [NH2:1][C:2]1[CH:3]=[C:4]([NH:12][C:13]2[N:22]=[CH:21][C:20]3[N:19]([CH3:23])[C:18](=[O:24])[CH2:17][N:16]([CH:25]([CH3:27])[CH3:26])[C:15]=3[N:14]=2)[CH:5]=[C:6]([S:8]([CH3:11])(=[O:10])=[O:9])[CH:7]=1.[Cl:28][CH2:29][CH2:30][N:31]=[C:32]=[O:33].C(OC(C)C)(C)C, predict the reaction product. The product is: [Cl:28][CH2:29][CH2:30][NH:31][C:32]([NH:1][C:2]1[CH:7]=[C:6]([S:8]([CH3:11])(=[O:9])=[O:10])[CH:5]=[C:4]([NH:12][C:13]2[N:22]=[CH:21][C:20]3[N:19]([CH3:23])[C:18](=[O:24])[CH2:17][N:16]([CH:25]([CH3:27])[CH3:26])[C:15]=3[N:14]=2)[CH:3]=1)=[O:33]. (2) Given the reactants Cl.[NH2:2][CH2:3][C:4]1[CH:13]=[CH:12][C:7]([C:8]([O:10]C)=[O:9])=[CH:6][CH:5]=1.C(N(C(C)C)CC)(C)C.[C:23](N1C=CN=C1)([N:25]1C=CN=[CH:26]1)=[O:24].CN.[OH-].[Na+], predict the reaction product. The product is: [CH3:26][NH:25][C:23]([NH:2][CH2:3][C:4]1[CH:13]=[CH:12][C:7]([C:8]([OH:10])=[O:9])=[CH:6][CH:5]=1)=[O:24]. (3) Given the reactants [Cl-:1].C([O:5][C@@H:6]([CH2:36][N+:37]([CH3:40])([CH3:39])[CH3:38])[CH2:7][C:8]([N:10]1[CH2:15][CH2:14][N:13]([C:16]2[CH:21]=[CH:20][C:19]([N:22]3[CH2:26][C@H:25]([CH2:27][O:28][C:29]4[CH:33]=[CH:32][O:31][N:30]=4)[O:24][C:23]3=[O:34])=[CH:18][C:17]=2[F:35])[CH2:12][CH2:11]1)=[O:9])(=O)C.C(=O)([O-])[O-].[K+].[K+], predict the reaction product. The product is: [Cl-:1].[OH:5][C@@H:6]([CH2:36][N+:37]([CH3:38])([CH3:40])[CH3:39])[CH2:7][C:8]([N:10]1[CH2:11][CH2:12][N:13]([C:16]2[CH:21]=[CH:20][C:19]([N:22]3[CH2:26][C@H:25]([CH2:27][O:28][C:29]4[CH:33]=[CH:32][O:31][N:30]=4)[O:24][C:23]3=[O:34])=[CH:18][C:17]=2[F:35])[CH2:14][CH2:15]1)=[O:9]. (4) Given the reactants C[CH:2]1[C:7]2([O:11][CH2:10][CH2:9][O:8]2)[CH2:6][CH2:5][CH2:4][C:3]1([C:14]1[CH:19]=[CH:18][CH:17]=[CH:16][CH:15]=1)[CH:12]=[O:13].[BH4-].[Na+], predict the reaction product. The product is: [CH2:10]1[CH2:9][O:8][C:7]2([CH2:6][CH2:5][CH2:4][C:3]([CH2:12][OH:13])([C:14]3[CH:19]=[CH:18][CH:17]=[CH:16][CH:15]=3)[CH2:2]2)[O:11]1. (5) Given the reactants [C:1]([C:3]1[CH:25]=[C:24]([C:26]2[N:31]=[C:30]([NH:32][C:33]3[CH:38]=[CH:37][C:36]([N:39]4[CH2:44][CH2:43][N:42]([CH:45]5[CH2:48][O:47][CH2:46]5)[CH2:41][CH2:40]4)=[CH:35][CH:34]=3)[N:29]=[CH:28][N:27]=2)[CH:23]=[CH:22][C:4]=1[O:5][C@H:6]1[C@@H:11]([F:12])[CH2:10][N:9]([C:13](OC(C)(C)C)=[O:14])[CH2:8][C:7]1([CH3:21])[CH3:20])#[N:2].[O:49]=[C:50]1[NH:54][C@H:53](C(O)=O)[CH2:52][CH2:51]1, predict the reaction product. The product is: [F:12][C@H:11]1[CH2:10][N:9]([C:13]([C@@H:53]2[CH2:52][CH2:51][C:50](=[O:49])[NH:54]2)=[O:14])[CH2:8][C:7]([CH3:20])([CH3:21])[C@H:6]1[O:5][C:4]1[CH:22]=[CH:23][C:24]([C:26]2[N:31]=[C:30]([NH:32][C:33]3[CH:34]=[CH:35][C:36]([N:39]4[CH2:40][CH2:41][N:42]([CH:45]5[CH2:46][O:47][CH2:48]5)[CH2:43][CH2:44]4)=[CH:37][CH:38]=3)[N:29]=[CH:28][N:27]=2)=[CH:25][C:3]=1[C:1]#[N:2]. (6) Given the reactants C(N(CC)CC)C.[CH:8]([C:10]1[C:18]2[C:13](=[CH:14][CH:15]=[CH:16][CH:17]=2)[N:12](C(OC(C)(C)C)=O)[CH:11]=1)=[O:9].[CH3:26][O:27][C:28]1[N:33]=[C:32]([N:34]=[CH:35][C:36]2[CH:37]=[N:38][CH:39]=[CH:40][CH:41]=2)[CH:31]=[N:30][CH:29]=1, predict the reaction product. The product is: [NH:12]1[C:13]2[C:18](=[CH:17][CH:16]=[CH:15][CH:14]=2)[C:10]([C:8](=[O:9])[CH:35]([NH:34][C:32]2[CH:31]=[N:30][CH:29]=[C:28]([O:27][CH3:26])[N:33]=2)[C:36]2[CH:37]=[N:38][CH:39]=[CH:40][CH:41]=2)=[CH:11]1.